Dataset: Catalyst prediction with 721,799 reactions and 888 catalyst types from USPTO. Task: Predict which catalyst facilitates the given reaction. (1) Reactant: [CH3:1][S:2]([C:5]1[CH:36]=[CH:35][C:8]([CH2:9][NH:10][C:11]([C:13]2[C:14](=[O:34])[N:15]([C:24]3[CH:29]=[CH:28][CH:27]=[C:26]([C:30]([F:33])([F:32])[F:31])[CH:25]=3)[C:16]([CH3:23])=[C:17]([C:19]([NH:21][NH2:22])=[O:20])[CH:18]=2)=[O:12])=[CH:7][CH:6]=1)(=[O:4])=[O:3].[C:37](O[C:37](=[O:41])[CH:38]([CH3:40])[CH3:39])(=[O:41])[CH:38]([CH3:40])[CH3:39]. Product: [CH3:1][S:2]([C:5]1[CH:36]=[CH:35][C:8]([CH2:9][NH:10][C:11]([C:13]2[C:14](=[O:34])[N:15]([C:24]3[CH:29]=[CH:28][CH:27]=[C:26]([C:30]([F:31])([F:33])[F:32])[CH:25]=3)[C:16]([CH3:23])=[C:17]([C:19]([N:21]([C:37](=[O:41])[CH:38]([CH3:40])[CH3:39])[NH2:22])=[O:20])[CH:18]=2)=[O:12])=[CH:7][CH:6]=1)(=[O:3])=[O:4]. The catalyst class is: 1. (2) Reactant: C(=O)([O-])[O-].[K+].[K+].[Br:7][C:8]1[CH:20]=[CH:19][C:11]2[NH:12][C:13](=[O:18])[O:14][C:15]([CH3:17])([CH3:16])[C:10]=2[CH:9]=1.Br[CH2:22][C:23]([NH2:25])=[O:24]. Product: [Br:7][C:8]1[CH:20]=[CH:19][C:11]2[N:12]([CH2:22][C:23]([NH2:25])=[O:24])[C:13](=[O:18])[O:14][C:15]([CH3:16])([CH3:17])[C:10]=2[CH:9]=1. The catalyst class is: 9.